Dataset: Full USPTO retrosynthesis dataset with 1.9M reactions from patents (1976-2016). Task: Predict the reactants needed to synthesize the given product. (1) The reactants are: Cl[C:2]1[CH:7]=[N:6][CH:5]=[C:4]([Cl:8])[N:3]=1.[NH2:9][C:10]1[CH:18]=[CH:17][C:13]([C:14]([OH:16])=[O:15])=[CH:12][C:11]=1[O:19][CH3:20].CC([O-])(C)C.[Na+]. Given the product [Cl:8][C:4]1[N:3]=[C:2]([NH:9][C:10]2[CH:18]=[CH:17][C:13]([C:14]([OH:16])=[O:15])=[CH:12][C:11]=2[O:19][CH3:20])[CH:7]=[N:6][CH:5]=1, predict the reactants needed to synthesize it. (2) Given the product [CH3:1][CH:2]([N:18]([CH3:19])[CH3:20])[CH2:3][N:4]1[C:5]2[CH:6]=[CH:7][CH:8]=[CH:9][C:10]=2[S:11][C:12]2[CH:17]=[CH:16][CH:15]=[CH:14][C:13]1=2, predict the reactants needed to synthesize it. The reactants are: [CH3:1][CH:2]([N:18]([CH3:20])[CH3:19])[CH2:3][N:4]1[C:13]2[CH:14]=[CH:15][CH:16]=[CH:17][C:12]=2[S:11][C:10]2[CH:9]=[CH:8][CH:7]=[CH:6][C:5]1=2.Cl.[OH-].[Na+]. (3) Given the product [C:16]([C:5]1[CH:10]=[CH:9][C:8]([NH:11][C:12](=[O:14])[CH3:13])=[C:7]([F:15])[CH:6]=1)#[N:17], predict the reactants needed to synthesize it. The reactants are: [C-]#N.[Na+].Br[C:5]1[CH:10]=[CH:9][C:8]([NH:11][C:12](=[O:14])[CH3:13])=[C:7]([F:15])[CH:6]=1.[CH3:16][NH:17]CCNC.[OH-].[NH4+].